From a dataset of NCI-60 drug combinations with 297,098 pairs across 59 cell lines. Regression. Given two drug SMILES strings and cell line genomic features, predict the synergy score measuring deviation from expected non-interaction effect. (1) Drug 1: COC1=NC(=NC2=C1N=CN2C3C(C(C(O3)CO)O)O)N. Drug 2: C1C(C(OC1N2C=NC3=C2NC=NCC3O)CO)O. Cell line: HT29. Synergy scores: CSS=-1.92, Synergy_ZIP=3.97, Synergy_Bliss=4.32, Synergy_Loewe=-1.18, Synergy_HSA=-0.688. (2) Drug 1: C1=CC(=CC=C1CC(C(=O)O)N)N(CCCl)CCCl.Cl. Drug 2: CN1C(=O)N2C=NC(=C2N=N1)C(=O)N. Cell line: NCI-H322M. Synergy scores: CSS=-4.67, Synergy_ZIP=4.96, Synergy_Bliss=4.50, Synergy_Loewe=-1.12, Synergy_HSA=-3.80.